Dataset: Reaction yield outcomes from USPTO patents with 853,638 reactions. Task: Predict the reaction yield, written as a fraction of the theoretical maximum amount of product (1.0 means a 100% yield; for example, 0.34 means a 34% yield). (1) The reactants are [Br:1][C:2]1[CH:3]=[C:4]([C:8]2([C:20]3[CH:25]=[CH:24][CH:23]=[C:22]([Br:26])[CH:21]=3)[CH2:11][N:10](P(=O)(OCC)OCC)[CH2:9]2)[CH:5]=[CH:6][CH:7]=1.C(O)(C(F)(F)F)=O. The catalyst is ClCCl. The product is [Br:1][C:2]1[CH:3]=[C:4]([C:8]2([C:20]3[CH:25]=[CH:24][CH:23]=[C:22]([Br:26])[CH:21]=3)[CH2:9][NH:10][CH2:11]2)[CH:5]=[CH:6][CH:7]=1. The yield is 0.850. (2) The reactants are [CH2:1]([O:8][C:9]([NH:11][C@H:12]([CH2:17][NH:18][C:19](=[O:24])[CH2:20][CH2:21][CH2:22][Cl:23])[C:13](OC)=[O:14])=[O:10])[C:2]1[CH:7]=[CH:6][CH:5]=[CH:4][CH:3]=1.[BH4-].[Na+].C([O-])(O)=O.[Na+]. The catalyst is CO. The product is [Cl:23][CH2:22][CH2:21][CH2:20][C:19]([NH:18][CH2:17][C@@H:12]([NH:11][C:9](=[O:10])[O:8][CH2:1][C:2]1[CH:7]=[CH:6][CH:5]=[CH:4][CH:3]=1)[CH2:13][OH:14])=[O:24]. The yield is 0.850.